This data is from Forward reaction prediction with 1.9M reactions from USPTO patents (1976-2016). The task is: Predict the product of the given reaction. Given the reactants [ClH:1].Cl.[CH:3]([N:6]1[CH2:11][CH2:10][CH:9]([O:12][CH:13]2[CH2:18][CH2:17][NH:16][CH2:15][CH2:14]2)[CH2:8][CH2:7]1)([CH3:5])[CH3:4].Br[C:20]1[CH:21]=[CH:22][C:23]([C:26]#[N:27])=[N:24][CH:25]=1, predict the reaction product. The product is: [ClH:1].[CH3:4][CH:3]([N:6]1[CH2:11][CH2:10][CH:9]([O:12][CH:13]2[CH2:18][CH2:17][N:16]([C:20]3[CH:21]=[CH:22][C:23]([C:26]#[N:27])=[N:24][CH:25]=3)[CH2:15][CH2:14]2)[CH2:8][CH2:7]1)[CH3:5].